From a dataset of Reaction yield outcomes from USPTO patents with 853,638 reactions. Predict the reaction yield, written as a fraction of the theoretical maximum amount of product (1.0 means a 100% yield; for example, 0.34 means a 34% yield). (1) The reactants are [Cl:1][C:2]1[CH:3]=[C:4]([C:9]2([C:23]([F:26])([F:25])[F:24])[O:13][N:12]=[C:11]([C:14]3[CH:21]=[CH:20][C:17]([CH:18]=O)=[C:16]([CH3:22])[CH:15]=3)[CH2:10]2)[CH:5]=[C:6]([Cl:8])[CH:7]=1.[N:27]1[CH:32]=[CH:31][CH:30]=[CH:29][C:28]=1[CH2:33][NH:34][NH2:35].C[OH:37]. The catalyst is Cl. The product is [Cl:1][C:2]1[CH:3]=[C:4]([C:9]2([C:23]([F:25])([F:24])[F:26])[O:13][N:12]=[C:11]([C:14]3[CH:21]=[CH:20][C:17](/[CH:18]=[N:35]/[NH:34][C:33]([C:28]4[CH:29]=[CH:30][CH:31]=[CH:32][N:27]=4)=[O:37])=[C:16]([CH3:22])[CH:15]=3)[CH2:10]2)[CH:5]=[C:6]([Cl:8])[CH:7]=1. The yield is 0.450. (2) The reactants are [Br:1][C:2]1[CH:3]=[C:4]([CH:8]([N:14]=[C:15]=[S:16])[C:9]2[CH:13]=[CH:12]O[CH:10]=2)[CH:5]=[CH:6][CH:7]=1.[C:17](=[S:19])=[S:18].CC(C)([O-])C.[K+].[OH2:26]. The catalyst is O1CCCC1.[Cl-].[Na+].O.C(OCC)(=O)C. The product is [Br:1][C:2]1[CH:3]=[C:4]([C:8]2([C:9]3[CH:13]=[CH:12][O:26][CH:10]=3)[C:17](=[S:18])[S:19][C:15](=[S:16])[NH:14]2)[CH:5]=[CH:6][CH:7]=1. The yield is 0.910.